From a dataset of Reaction yield outcomes from USPTO patents with 853,638 reactions. Predict the reaction yield, written as a fraction of the theoretical maximum amount of product (1.0 means a 100% yield; for example, 0.34 means a 34% yield). The reactants are C([O:5][C:6](=[O:40])[CH2:7][CH:8]([NH:11][S:12]([C:15]1[CH:20]=[CH:19][CH:18]=[CH:17][C:16]=1[O:21][CH2:22][CH2:23][C:24]1[C:33]2[C:28](=[CH:29][CH:30]=[CH:31][CH:32]=2)[CH:27]=[CH:26][C:25]=1[O:34][CH2:35][CH2:36][N:37]([CH3:39])[CH3:38])(=[O:14])=[O:13])[CH:9]=[O:10])(C)(C)C.FC(F)(F)C(O)=O. The catalyst is C(Cl)Cl. The product is [CH3:39][N:37]([CH3:38])[CH2:36][CH2:35][O:34][C:25]1[CH:26]=[CH:27][C:28]2[C:33](=[CH:32][CH:31]=[CH:30][CH:29]=2)[C:24]=1[CH2:23][CH2:22][O:21][C:16]1[CH:17]=[CH:18][CH:19]=[CH:20][C:15]=1[S:12]([NH:11][CH:8]([CH:9]=[O:10])[CH2:7][C:6]([OH:40])=[O:5])(=[O:14])=[O:13]. The yield is 0.180.